From a dataset of Catalyst prediction with 721,799 reactions and 888 catalyst types from USPTO. Predict which catalyst facilitates the given reaction. Reactant: Cl.[CH:2]1[C:14]2[CH:13]([CH2:15][O:16][C:17]([N:19]3[CH2:24][C@H:23]([C:25](=[O:48])[N:26]([CH:45]4[CH2:47][CH2:46]4)[C:27]4[CH:28]=[CH:29][C:30]5[O:35][C:34]([CH3:37])([CH3:36])[C:33](=[O:38])[N:32]([CH2:39][CH2:40][CH2:41][O:42][CH3:43])[C:31]=5[CH:44]=4)[CH2:22][C@H:21]([NH2:49])[CH2:20]3)=[O:18])[C:12]3[C:7](=[CH:8][CH:9]=[CH:10][CH:11]=3)[C:6]=2[CH:5]=[CH:4][CH:3]=1.[C:50]([C:52]1([C:55](O)=[O:56])[CH2:54][CH2:53]1)#[N:51].CCN=C=NCCCN(C)C.Cl.C1C=NC2N(O)N=NC=2C=1.C(N(C(C)C)CC)(C)C. Product: [CH:11]1[C:12]2[CH:13]([CH2:15][O:16][C:17]([N:19]3[CH2:24][C@H:23]([C:25](=[O:48])[N:26]([CH:45]4[CH2:47][CH2:46]4)[C:27]4[CH:28]=[CH:29][C:30]5[O:35][C:34]([CH3:36])([CH3:37])[C:33](=[O:38])[N:32]([CH2:39][CH2:40][CH2:41][O:42][CH3:43])[C:31]=5[CH:44]=4)[CH2:22][C@H:21]([NH:49][C:55]([C:52]4([C:50]#[N:51])[CH2:54][CH2:53]4)=[O:56])[CH2:20]3)=[O:18])[C:14]3[C:6](=[CH:5][CH:4]=[CH:3][CH:2]=3)[C:7]=2[CH:8]=[CH:9][CH:10]=1. The catalyst class is: 39.